From a dataset of Reaction yield outcomes from USPTO patents with 853,638 reactions. Predict the reaction yield, written as a fraction of the theoretical maximum amount of product (1.0 means a 100% yield; for example, 0.34 means a 34% yield). (1) The reactants are Br[C:2]1[CH:11]=[CH:10][CH:9]=[C:8]([Cl:12])[C:3]=1[C:4]([O:6][CH3:7])=[O:5].[CH:13]1(B(O)O)[CH2:15][CH2:14]1.P(C1CCCCC1)(C1CCCCC1)C1CCCCC1.[O-]P([O-])([O-])=O.[K+].[K+].[K+]. The catalyst is C1(C)C=CC=CC=1.O.CC([O-])=O.CC([O-])=O.[Pd+2]. The product is [Cl:12][C:8]1[CH:9]=[CH:10][CH:11]=[C:2]([CH:13]2[CH2:15][CH2:14]2)[C:3]=1[C:4]([O:6][CH3:7])=[O:5]. The yield is 0.520. (2) The reactants are [Br:1][C:2]1[CH:7]=[CH:6][C:5]([CH2:8][CH2:9][CH2:10][C:11](NC2C=CC(S(CC)(=O)=O)=C(C#N)C=2)=[O:12])=[C:4](C)[CH:3]=1.[NH2:28][C:29]1[CH:30]=[CH:31][C:32]([S:37]([C:40]([CH3:43])([CH3:42])[CH3:41])(=[O:39])=[O:38])=[C:33]([CH:36]=1)[C:34]#[N:35].BrC1C=CC(CCCC(Cl)=O)=CC=1. No catalyst specified. The product is [Br:1][C:2]1[CH:3]=[CH:4][C:5]([CH2:8][CH2:9][CH2:10][C:11]([NH:28][C:29]2[CH:30]=[CH:31][C:32]([S:37]([C:40]([CH3:43])([CH3:42])[CH3:41])(=[O:39])=[O:38])=[C:33]([C:34]#[N:35])[CH:36]=2)=[O:12])=[CH:6][CH:7]=1. The yield is 1.00. (3) The reactants are [Cl-].O[NH3+:3].[C:4](=[O:7])([O-])[OH:5].[Na+].CS(C)=O.[CH2:13]([C:17]1[N:18]=[C:19]([CH3:45])[N:20]([CH2:39][CH:40]2[CH2:44][CH2:43][CH2:42][O:41]2)[C:21](=[O:38])[C:22]=1[CH2:23][C:24]1[CH:29]=[CH:28][C:27]([C:30]2[C:31]([C:36]#[N:37])=[CH:32][CH:33]=[CH:34][CH:35]=2)=[CH:26][CH:25]=1)[CH2:14][CH2:15][CH3:16]. The catalyst is C(OCC)(=O)C. The product is [CH2:13]([C:17]1[N:18]=[C:19]([CH3:45])[N:20]([CH2:39][CH:40]2[CH2:44][CH2:43][CH2:42][O:41]2)[C:21](=[O:38])[C:22]=1[CH2:23][C:24]1[CH:25]=[CH:26][C:27]([C:30]2[CH:35]=[CH:34][CH:33]=[CH:32][C:31]=2[C:36]2[NH:3][C:4](=[O:7])[O:5][N:37]=2)=[CH:28][CH:29]=1)[CH2:14][CH2:15][CH3:16]. The yield is 0.890. (4) The reactants are [CH:1]1([N:4]2[CH2:9][CH2:8][N:7]([C:10]3[CH:20]=[CH:19][C:13]([C:14]([O:16]CC)=O)=[CH:12][CH:11]=3)[CH2:6][CH2:5]2)[CH2:3][CH2:2]1.Cl.[CH3:22][O:23][C:24]1[CH:25]=[C:26]([CH2:32][O:33][C:34]2[CH:35]=[C:36]([NH2:39])[NH:37][N:38]=2)[CH:27]=[C:28]([O:30][CH3:31])[CH:29]=1.C[Al](C)C.C1(C)C=CC=CC=1. No catalyst specified. The product is [CH:1]1([N:4]2[CH2:5][CH2:6][N:7]([C:10]3[CH:11]=[CH:12][C:13]([C:14]([NH:39][C:36]4[NH:37][N:38]=[C:34]([O:33][CH2:32][C:26]5[CH:27]=[C:28]([O:30][CH3:31])[CH:29]=[C:24]([O:23][CH3:22])[CH:25]=5)[CH:35]=4)=[O:16])=[CH:19][CH:20]=3)[CH2:8][CH2:9]2)[CH2:2][CH2:3]1. The yield is 0.0384. (5) The reactants are Cl[CH:2]([C:14]1[CH:19]=[CH:18][CH:17]=[CH:16][CH:15]=1)[C:3]([C:5]1[C:13]2[C:8](=[CH:9][CH:10]=[CH:11][CH:12]=2)[NH:7][CH:6]=1)=[O:4].[F:20][C:21]1[CH:22]=[C:23]([CH:25]=[C:26]([F:28])[CH:27]=1)[NH2:24].CCN(C(C)C)C(C)C. The catalyst is C(O)C. The product is [F:20][C:21]1[CH:22]=[C:23]([NH:24][CH:2]([C:14]2[CH:19]=[CH:18][CH:17]=[CH:16][CH:15]=2)[C:3]([C:5]2[C:13]3[C:8](=[CH:9][CH:10]=[CH:11][CH:12]=3)[NH:7][CH:6]=2)=[O:4])[CH:25]=[C:26]([F:28])[CH:27]=1. The yield is 0.0600. (6) The reactants are [Cl:1][C:2]1[CH:3]=[CH:4][C:5]([O:17][CH2:18][C:19]2[CH:24]=[CH:23][C:22]([Cl:25])=[CH:21][C:20]=2[F:26])=[C:6]([CH2:8][C:9]2[N:14]=[C:13]([C:15]#[N:16])[CH:12]=[CH:11][CH:10]=2)[CH:7]=1.[N-:27]=[N+:28]=[N-:29].[Na+].[Cl-].[NH4+].CN(C)C=O. The catalyst is O. The product is [Cl:1][C:2]1[CH:3]=[CH:4][C:5]([O:17][CH2:18][C:19]2[CH:24]=[CH:23][C:22]([Cl:25])=[CH:21][C:20]=2[F:26])=[C:6]([CH2:8][C:9]2[CH:10]=[CH:11][CH:12]=[C:13]([C:15]3[NH:29][N:28]=[N:27][N:16]=3)[N:14]=2)[CH:7]=1. The yield is 0.290.